Dataset: Full USPTO retrosynthesis dataset with 1.9M reactions from patents (1976-2016). Task: Predict the reactants needed to synthesize the given product. Given the product [C:28]([C:2]1[CH:3]=[C:4]2[C:9](=[CH:10][CH:11]=1)[C:8]([CH3:13])([CH3:12])[C:7](=[O:14])[C:6]([C:15]([NH:17][CH2:18][C:19]([O:21][C:22]([CH3:25])([CH3:24])[CH3:23])=[O:20])=[O:16])=[C:5]2[OH:26])#[N:29], predict the reactants needed to synthesize it. The reactants are: Br[C:2]1[CH:3]=[C:4]2[C:9](=[CH:10][CH:11]=1)[C:8]([CH3:13])([CH3:12])[C:7](=[O:14])[C:6]([C:15]([NH:17][CH2:18][C:19]([O:21][C:22]([CH3:25])([CH3:24])[CH3:23])=[O:20])=[O:16])=[C:5]2[OH:26].[Cu](C#N)[C:28]#[N:29].